This data is from Reaction yield outcomes from USPTO patents with 853,638 reactions. The task is: Predict the reaction yield, written as a fraction of the theoretical maximum amount of product (1.0 means a 100% yield; for example, 0.34 means a 34% yield). (1) The reactants are Cl[C:2]1[C:3]2[CH:10]=[C:9]([CH2:11][C:12]([F:15])([F:14])[F:13])[S:8][C:4]=2[N:5]=[CH:6][N:7]=1.C(N(CC)C(C)C)(C)C.[NH2:25][CH2:26][CH:27]1[CH2:32][CH2:31][N:30]([C:33]([O:35][C:36]([CH3:39])([CH3:38])[CH3:37])=[O:34])[CH2:29][CH2:28]1. The catalyst is CN(C=O)C.CCOC(C)=O. The product is [F:13][C:12]([F:15])([F:14])[CH2:11][C:9]1[S:8][C:4]2[N:5]=[CH:6][N:7]=[C:2]([NH:25][CH2:26][CH:27]3[CH2:32][CH2:31][N:30]([C:33]([O:35][C:36]([CH3:39])([CH3:38])[CH3:37])=[O:34])[CH2:29][CH2:28]3)[C:3]=2[CH:10]=1. The yield is 0.800. (2) The reactants are [NH2:1][C:2]1[CH:3]=[N:4][CH:5]=[CH:6][C:7]=1[N:8]1[CH2:13][C@H:12]([CH3:14])[C@@H:11]([O:15][Si:16]([C:19]([CH3:22])([CH3:21])[CH3:20])([CH3:18])[CH3:17])[C@H:10]([NH:23][C:24](=[O:26])[O-:25])[CH2:9]1.[Br:27][C:28]1[C:32]2=[N:33][C:34]([C:37]([OH:39])=O)=[CH:35][CH:36]=[C:31]2[O:30][CH:29]=1.CCN([CH:46]([CH3:48])[CH3:47])C(C)C.[CH3:49]N(C(ON1N=NC2C=CC=NC1=2)=[N+](C)C)C.F[P-](F)(F)(F)(F)F. The catalyst is CN(C=O)C. The product is [Br:27][C:28]1[C:32]2=[N:33][C:34]([C:37]([NH:1][C:2]3[CH:3]=[N:4][CH:5]=[CH:6][C:7]=3[N:8]3[CH2:13][C@H:12]([CH3:14])[C@@H:11]([O:15][Si:16]([C:19]([CH3:22])([CH3:20])[CH3:21])([CH3:18])[CH3:17])[C@H:10]([NH:23][C:24](=[O:25])[O:26][C:46]([CH3:48])([CH3:49])[CH3:47])[CH2:9]3)=[O:39])=[CH:35][CH:36]=[C:31]2[O:30][CH:29]=1. The yield is 0.770. (3) The reactants are [Cl:1][C:2]1[CH:3]=[C:4](C)[C:5](C#N)=[N:6][CH:7]=1.[OH-:11].[Na+].[CH3:13][CH2:14][OH:15]. No catalyst specified. The product is [Cl:1][C:2]1[CH:3]=[C:4]([CH3:5])[C:13]([C:14]([OH:11])=[O:15])=[N:6][CH:7]=1. The yield is 0.890. (4) The reactants are FC(F)(F)C(O)=O.C(OC([N:15]1[CH2:20][CH2:19][C:18]([C:29](=[O:41])[NH:30][CH2:31][CH2:32][C:33]2[CH:38]=[CH:37][C:36]([CH2:39][CH3:40])=[CH:35][CH:34]=2)([CH2:21][C:22]2[CH:27]=[CH:26][CH:25]=[CH:24][C:23]=2[F:28])[CH2:17][CH2:16]1)=O)(C)(C)C. The catalyst is ClCCl. The product is [CH2:39]([C:36]1[CH:37]=[CH:38][C:33]([CH2:32][CH2:31][NH:30][C:29]([C:18]2([CH2:21][C:22]3[CH:27]=[CH:26][CH:25]=[CH:24][C:23]=3[F:28])[CH2:17][CH2:16][NH:15][CH2:20][CH2:19]2)=[O:41])=[CH:34][CH:35]=1)[CH3:40]. The yield is 0.800. (5) The reactants are [Si:1]([O:8][C@H:9]([CH3:36])[C@@H:10]([NH:25][C:26]1[CH:33]=[CH:32][C:29]([C:30]#[N:31])=[C:28]([Cl:34])[C:27]=1[CH3:35])[C:11]1[O:12][C:13]([C:16]2[CH:21]=[CH:20][C:19]([N+:22]([O-])=O)=[CH:18][CH:17]=2)=[N:14][N:15]=1)([C:4]([CH3:7])([CH3:6])[CH3:5])([CH3:3])[CH3:2]. The catalyst is C(Cl)Cl.[Pd]. The product is [NH2:22][C:19]1[CH:18]=[CH:17][C:16]([C:13]2[O:12][C:11]([C@H:10]([NH:25][C:26]3[CH:33]=[CH:32][C:29]([C:30]#[N:31])=[C:28]([Cl:34])[C:27]=3[CH3:35])[C@H:9]([O:8][Si:1]([C:4]([CH3:6])([CH3:7])[CH3:5])([CH3:3])[CH3:2])[CH3:36])=[N:15][N:14]=2)=[CH:21][CH:20]=1. The yield is 0.930. (6) The reactants are [Br:1][C:2]1[CH:7]=[CH:6][C:5](I)=[C:4]([O:9][CH3:10])[CH:3]=1.[NH2:11][C:12]1[CH:17]=[CH:16][C:15]([S:18][CH2:19][C:20]2[CH:25]=[CH:24][CH:23]=[CH:22][CH:21]=2)=[CH:14][C:13]=1/[CH:26]=[CH:27]/[C:28]([O:30][CH2:31][CH3:32])=[O:29].C(=O)([O-])[O-].[Cs+].[Cs+].C1(OC)CCCC1. The catalyst is C1C=CC(/C=C/C(/C=C/C2C=CC=CC=2)=O)=CC=1.C1C=CC(/C=C/C(/C=C/C2C=CC=CC=2)=O)=CC=1.C1C=CC(/C=C/C(/C=C/C2C=CC=CC=2)=O)=CC=1.[Pd].[Pd].CC1(C)C2C(=C(P(C3C=CC=CC=3)C3C=CC=CC=3)C=CC=2)OC2C(P(C3C=CC=CC=3)C3C=CC=CC=3)=CC=CC1=2.O. The product is [CH2:19]([S:18][C:15]1[CH:16]=[CH:17][C:12]([NH:11][C:5]2[CH:6]=[CH:7][C:2]([Br:1])=[CH:3][C:4]=2[O:9][CH3:10])=[C:13](/[CH:26]=[CH:27]/[C:28]([O:30][CH2:31][CH3:32])=[O:29])[CH:14]=1)[C:20]1[CH:21]=[CH:22][CH:23]=[CH:24][CH:25]=1. The yield is 0.910. (7) The reactants are [CH2:1]([C:3]1[CH:7]=[C:6]([C:8]([OH:10])=O)[N:5]([CH3:11])[N:4]=1)[CH3:2].O1CCCC1.C(Cl)(=O)C(Cl)=O.[NH2:23][C:24]1[CH:25]=[C:26]([CH:43]=[CH:44][C:45]=1[CH3:46])[O:27][C:28]1[CH:29]=[CH:30][C:31]2[N:32]([CH:34]=[C:35]([NH:37][C:38]([CH:40]3[CH2:42][CH2:41]3)=[O:39])[N:36]=2)[N:33]=1. The catalyst is CN(C)C=O.CN(C)C(=O)C. The product is [CH:40]1([C:38]([NH:37][C:35]2[N:36]=[C:31]3[CH:30]=[CH:29][C:28]([O:27][C:26]4[CH:43]=[CH:44][C:45]([CH3:46])=[C:24]([NH:23][C:8]([C:6]5[N:5]([CH3:11])[N:4]=[C:3]([CH2:1][CH3:2])[CH:7]=5)=[O:10])[CH:25]=4)=[N:33][N:32]3[CH:34]=2)=[O:39])[CH2:41][CH2:42]1. The yield is 0.680. (8) The reactants are [CH3:1][O:2][C:3]([C:5]1[CH:16]=[CH:15][C:8]2[N:9]([CH2:12][CH2:13][OH:14])[CH:10]=[N:11][C:7]=2[CH:6]=1)=[O:4].[H-].[Na+].[CH3:19][S:20][CH2:21]Cl.[Na+].[I-]. The catalyst is COCCOC.C1COCC1. The product is [CH3:1][O:2][C:3]([C:5]1[CH:16]=[CH:15][C:8]2[N:9]([CH2:12][CH2:13][O:14][CH2:19][S:20][CH3:21])[CH:10]=[N:11][C:7]=2[CH:6]=1)=[O:4]. The yield is 0.830. (9) The reactants are [NH2:1][C:2]1[C:3]([CH3:28])=[N:4][C:5]([O:9][CH2:10][C:11]([N:13]([CH:15]2[CH2:20][CH2:19][N:18]([CH2:21][C:22]3[CH:27]=[CH:26][CH:25]=[CH:24][CH:23]=3)[CH2:17][CH2:16]2)[CH3:14])=[O:12])=[N:6][C:7]=1[CH3:8].[CH2:29]([S:31]([OH:34])(=[O:33])=[O:32])[CH3:30]. The catalyst is CO. The yield is 0.700. The product is [CH2:29]([S:31]([OH:34])(=[O:33])=[O:32])[CH3:30].[NH2:1][C:2]1[C:7]([CH3:8])=[N:6][C:5]([O:9][CH2:10][C:11]([N:13]([CH:15]2[CH2:20][CH2:19][N:18]([CH2:21][C:22]3[CH:23]=[CH:24][CH:25]=[CH:26][CH:27]=3)[CH2:17][CH2:16]2)[CH3:14])=[O:12])=[N:4][C:3]=1[CH3:28]. (10) The reactants are [C:9](O[C:9]([O:11][C:12]([CH3:15])([CH3:14])[CH3:13])=[O:10])([O:11][C:12]([CH3:15])([CH3:14])[CH3:13])=[O:10].CCN(C(C)C)C(C)C.[CH3:25][O:26][C:27]([C:29]1[S:30][C:31]([C:34]([NH:36][NH2:37])=[O:35])=[CH:32][CH:33]=1)=[O:28]. The catalyst is CN(C=O)C. The product is [CH3:25][O:26][C:27]([C:29]1[S:30][C:31]([C:34]([NH:36][NH:37][C:9]([O:11][C:12]([CH3:13])([CH3:14])[CH3:15])=[O:10])=[O:35])=[CH:32][CH:33]=1)=[O:28]. The yield is 0.624.